From a dataset of Catalyst prediction with 721,799 reactions and 888 catalyst types from USPTO. Predict which catalyst facilitates the given reaction. (1) Reactant: [Cl:1][C:2]1[CH:10]=[C:9]2[C:5]([CH2:6][C:7](=[O:11])[NH:8]2)=[CH:4][CH:3]=1.[H-].[Na+].[Cl:14][C:15]1[CH:41]=[CH:40][C:39]([C:42]([F:45])([F:44])[F:43])=[CH:38][C:16]=1[C:17]([NH:19][CH:20]1[CH2:25][CH2:24][CH:23]([CH2:26]OS(C2C=CC(C)=CC=2)(=O)=O)[CH2:22][CH2:21]1)=[O:18]. Product: [Cl:14][C:15]1[CH:41]=[CH:40][C:39]([C:42]([F:43])([F:44])[F:45])=[CH:38][C:16]=1[C:17]([NH:19][C@H:20]1[CH2:25][CH2:24][C@H:23]([CH2:26][N:8]2[C:9]3[C:5](=[CH:4][CH:3]=[C:2]([Cl:1])[CH:10]=3)[CH2:6][C:7]2=[O:11])[CH2:22][CH2:21]1)=[O:18]. The catalyst class is: 3. (2) Reactant: [Cl:1][C:2]1[CH:3]=[C:4]2[C:9](=[CH:10][C:11]=1[C:12](O)=[O:13])[N:8]=[CH:7][N:6]=[C:5]2[NH:15][CH:16]([C:18]1[NH:22][C:21]2[CH:23]=[CH:24][C:25]([Cl:27])=[CH:26][C:20]=2[N:19]=1)[CH3:17].FC1C(OC(N(C)C)=[N+](C)C)=C(F)C(F)=C(F)C=1F.F[P-](F)(F)(F)(F)F.C(N(C(C)C)CC)(C)C.[CH2:63]([N:65]([CH3:73])[CH2:66][CH:67]1[CH2:72][CH2:71][CH2:70][CH2:69][NH:68]1)[CH3:64]. Product: [Cl:1][C:2]1[CH:3]=[C:4]2[C:9](=[CH:10][C:11]=1[C:12]([N:68]1[CH2:69][CH2:70][CH2:71][CH2:72][CH:67]1[CH2:66][N:65]([CH2:63][CH3:64])[CH3:73])=[O:13])[N:8]=[CH:7][N:6]=[C:5]2[NH:15][CH:16]([C:18]1[NH:22][C:21]2[CH:23]=[CH:24][C:25]([Cl:27])=[CH:26][C:20]=2[N:19]=1)[CH3:17]. The catalyst class is: 16. (3) Reactant: [F:1][C:2]1[C:7]([F:8])=[CH:6][CH:5]=[CH:4][C:3]=1[CH:9]1[CH2:14][C:13](=[O:15])[NH:12][C:11]([CH3:16])=[C:10]1[C:17]([O:19]C)=[O:18].[OH-].[Na+]. Product: [F:1][C:2]1[C:7]([F:8])=[CH:6][CH:5]=[CH:4][C:3]=1[CH:9]1[CH2:14][C:13](=[O:15])[NH:12][C:11]([CH3:16])=[C:10]1[C:17]([OH:19])=[O:18]. The catalyst class is: 5. (4) Reactant: I[CH2:2][CH3:3].[Br:4][C:5]1[CH:6]=[C:7]([SH:11])[CH:8]=[CH:9][CH:10]=1.C(#N)C.C(=O)([O-])[O-].[K+].[K+]. Product: [Br:4][C:5]1[CH:10]=[CH:9][CH:8]=[C:7]([S:11][CH2:2][CH3:3])[CH:6]=1. The catalyst class is: 13. (5) Reactant: C[O:2][C:3](=O)/[CH:4]=[CH:5]/[C:6]1[CH:11]=[CH:10][C:9]([CH2:12][N:13]2[CH2:17][CH2:16][CH2:15][C@H:14]2[CH2:18][C:19]2[C:27]3[C:22](=[CH:23][CH:24]=[CH:25][CH:26]=3)[NH:21][CH:20]=2)=[CH:8][CH:7]=1.[OH:29][NH2:30].C[O-].[Na+].Cl. Product: [OH:29][NH:30][C:3](=[O:2])/[CH:4]=[CH:5]/[C:6]1[CH:7]=[CH:8][C:9]([CH2:12][N:13]2[CH2:17][CH2:16][CH2:15][C@H:14]2[CH2:18][C:19]2[C:27]3[C:22](=[CH:23][CH:24]=[CH:25][CH:26]=3)[NH:21][CH:20]=2)=[CH:10][CH:11]=1. The catalyst class is: 5. (6) Reactant: [N:1]([CH:4]1[CH2:10][CH2:9][CH:8]([C:11]2[N:12]([CH3:19])[N:13]=[CH:14][C:15]=2[N+:16]([O-:18])=[O:17])[O:7][CH2:6][CH:5]1O)=[N+:2]=[N-:3].COCCN(S(F)(F)[F:31])CCOC.C([O-])(O)=O.[Na+]. Product: [N:1]([CH:4]1[CH:5]([F:31])[CH2:6][O:7][CH:8]([C:11]2[N:12]([CH3:19])[N:13]=[CH:14][C:15]=2[N+:16]([O-:18])=[O:17])[CH2:9][CH2:10]1)=[N+:2]=[N-:3]. The catalyst class is: 168. (7) Reactant: [O:1]=[C:2]1[NH:7][N:6]=[C:5]([N:8]2[CH2:13][CH2:12][CH:11]([C:14]([OH:16])=O)[CH2:10][CH2:9]2)[CH:4]=[CH:3]1.[C:17]([O:21][C:22]([N:24]1[CH2:29][CH2:28][NH:27][CH2:26][CH2:25]1)=[O:23])([CH3:20])([CH3:19])[CH3:18]. Product: [C:17]([O:21][C:22]([N:24]1[CH2:29][CH2:28][N:27]([C:14]([CH:11]2[CH2:10][CH2:9][N:8]([C:5]3[CH:4]=[CH:3][C:2](=[O:1])[NH:7][N:6]=3)[CH2:13][CH2:12]2)=[O:16])[CH2:26][CH2:25]1)=[O:23])([CH3:20])([CH3:18])[CH3:19]. The catalyst class is: 9. (8) Reactant: [C:1]1(=[O:8])[O:7][C:5](=[O:6])[CH2:4][CH2:3][CH2:2]1.[CH3:9][O:10][CH2:11][CH2:12][N:13]1[CH2:18][CH2:17][NH:16][CH2:15][CH2:14]1. Product: [CH3:9][O:10][CH2:11][CH2:12][N:13]1[CH2:18][CH2:17][N:16]([C:5](=[O:6])[CH2:4][CH2:3][CH2:2][C:1]([OH:7])=[O:8])[CH2:15][CH2:14]1. The catalyst class is: 12. (9) The catalyst class is: 1. Reactant: [C:1]([C:9]1[CH:14]=[CH:13][N:12]=[CH:11][C:10]=1[CH:15]=[O:16])(=[O:8])[C:2]1[CH:7]=[CH:6][CH:5]=[CH:4][CH:3]=1.[C:17]1([Mg]Br)[CH:22]=[CH:21][CH:20]=[CH:19][CH:18]=1. Product: [OH:16][CH:15]([C:17]1[CH:22]=[CH:21][CH:20]=[CH:19][CH:18]=1)[C:10]1[CH:11]=[N:12][CH:13]=[CH:14][C:9]=1[C:1]([C:2]1[CH:3]=[CH:4][CH:5]=[CH:6][CH:7]=1)=[O:8].